Dataset: Retrosynthesis with 50K atom-mapped reactions and 10 reaction types from USPTO. Task: Predict the reactants needed to synthesize the given product. (1) Given the product NC(CO)(CO)CCCc1ccc([N+](=O)[O-])cc1, predict the reactants needed to synthesize it. The reactants are: CC(=O)NC(CO)(CO)CCCc1ccc([N+](=O)[O-])cc1. (2) Given the product C[C@H]1CCCN1C1CCNCC1, predict the reactants needed to synthesize it. The reactants are: C[C@H]1CCCN1C1CCN(C(=O)OC(C)(C)C)CC1. (3) Given the product CCCCCCCCCCCCCCCC(=O)OCC(CSCCC(=O)Nc1ccc(C(=O)N[C@@H](Cc2ccccc2)C(=O)OC(C)(C)C)cc1)OC(=O)CCCCCCCCCCCCCCC, predict the reactants needed to synthesize it. The reactants are: CC(C)(C)OC(=O)[C@H](Cc1ccccc1)NC(=O)c1ccc(N)cc1.CCCCCCCCCCCCCCCC(=O)OCC(CSCCC(=O)O)OC(=O)CCCCCCCCCCCCCCC. (4) Given the product CNC(=O)[C@H](Cc1ccc(O)cc1)NC(=O)OC(C)(C)C, predict the reactants needed to synthesize it. The reactants are: CC(C)(C)OC(=O)N[C@@H](Cc1ccc(O)cc1)C(=O)O.CN. (5) Given the product CC(C)Oc1ccc(C(=O)NN)cc1, predict the reactants needed to synthesize it. The reactants are: CC(C)Oc1ccc(C(=O)O)cc1.NN.